Dataset: Forward reaction prediction with 1.9M reactions from USPTO patents (1976-2016). Task: Predict the product of the given reaction. (1) Given the reactants Cl[SiH:2]1[N:6]([C:7]([CH3:10])([CH3:9])[CH3:8])[CH:5]=[CH:4][N:3]1[C:11]([CH3:14])([CH3:13])[CH3:12].[O-:15][C:16]#[N:17].[K+], predict the reaction product. The product is: [C:11]([N:3]1[CH:4]=[CH:5][N:6]([C:7]([CH3:10])([CH3:9])[CH3:8])[SiH:2]1[N:17]=[C:16]=[O:15])([CH3:14])([CH3:13])[CH3:12]. (2) Given the reactants [NH2:1][C:2]1[CH:36]=[CH:35][C:5]([O:6][C:7]2[CH:12]=[CH:11][N:10]=[C:9]3[CH:13]=[C:14]([C:16]4[N:21]=[CH:20][C:19]([CH2:22][N:23]([CH2:31][CH2:32][O:33][CH3:34])[C:24](=[O:30])[O:25][C:26]([CH3:29])([CH3:28])[CH3:27])=[CH:18][CH:17]=4)[S:15][C:8]=23)=[C:4]([F:37])[CH:3]=1.CCN([CH:44]([CH3:46])[CH3:45])C(C)C.CN(C(ON1N=N[C:57]2[CH:58]=[CH:59][CH:60]=N[C:56]1=2)=[N+](C)C)C.[F:64][P-](F)(F)(F)(F)F.C([O:74][CH2:75]C)(=O)C.[CH3:77][N:78]([CH:80]=[O:81])C, predict the reaction product. The product is: [F:37][C:4]1[CH:3]=[C:2]([NH:1][C:75]([C:44]2([C:80](=[O:81])[NH:78][C:77]3[CH:56]=[CH:57][C:58]([F:64])=[CH:59][CH:60]=3)[CH2:45][CH2:46]2)=[O:74])[CH:36]=[CH:35][C:5]=1[O:6][C:7]1[CH:12]=[CH:11][N:10]=[C:9]2[CH:13]=[C:14]([C:16]3[N:21]=[CH:20][C:19]([CH2:22][N:23]([CH2:31][CH2:32][O:33][CH3:34])[C:24](=[O:30])[O:25][C:26]([CH3:29])([CH3:28])[CH3:27])=[CH:18][CH:17]=3)[S:15][C:8]=12. (3) Given the reactants CC([O-])(C)C.[K+].Cl[CH2:8][C:9]([NH:11][C:12]([C:20]1[CH:25]=[CH:24][CH:23]=[CH:22][C:21]=1[F:26])([C:16]([F:19])([F:18])[F:17])[CH2:13][CH2:14][OH:15])=[O:10], predict the reaction product. The product is: [F:26][C:21]1[CH:22]=[CH:23][CH:24]=[CH:25][C:20]=1[C:12]1([C:16]([F:19])([F:18])[F:17])[CH2:13][CH2:14][O:15][CH2:8][C:9](=[O:10])[NH:11]1. (4) Given the reactants [CH2:1]([N:4]1[CH2:9][CH2:8][CH:7]([C:10]2[CH:11]=[C:12]([OH:16])[CH:13]=[CH:14][CH:15]=2)[CH2:6][CH2:5]1)[CH2:2][CH3:3].[S:17](O[S:17]([C:20]([F:23])([F:22])[F:21])(=[O:19])=[O:18])([C:20]([F:23])([F:22])[F:21])(=[O:19])=[O:18], predict the reaction product. The product is: [CH2:1]([N:4]1[CH2:5][CH2:6][CH:7]([C:10]2[CH:11]=[C:12]([O:16][S:17]([C:20]([F:23])([F:22])[F:21])(=[O:19])=[O:18])[CH:13]=[CH:14][CH:15]=2)[CH2:8][CH2:9]1)[CH2:2][CH3:3]. (5) Given the reactants C([O:8][N:9]1[C:14]2[N:15]=[CH:16][N:17]=[CH:18][C:13]=2[C:12]([OH:19])=[C:11]([C:20]2[CH:25]=[CH:24][CH:23]=[CH:22][CH:21]=2)[C:10]1=[O:26])C1C=CC=CC=1.[H][H], predict the reaction product. The product is: [OH:19][C:12]1[C:13]2[CH:18]=[N:17][CH:16]=[N:15][C:14]=2[N:9]([OH:8])[C:10](=[O:26])[C:11]=1[C:20]1[CH:25]=[CH:24][CH:23]=[CH:22][CH:21]=1. (6) The product is: [CH3:33][O:34][C:35](=[O:45])[C:36]1[CH:37]=[CH:38][C:39]([NH:42][C:43]([N:14]2[CH2:15][CH2:16][CH2:17][CH:12]([C:6]3([CH2:18][C:19]4[CH:24]=[CH:23][CH:22]=[C:21]([Cl:25])[CH:20]=4)[C:5]4[C:9](=[CH:10][C:2]([Cl:1])=[CH:3][CH:4]=4)[NH:8][C:7]3=[O:11])[CH2:13]2)=[O:44])=[CH:40][CH:41]=1. Given the reactants [Cl:1][C:2]1[CH:10]=[C:9]2[C:5]([C:6]([CH2:18][C:19]3[CH:24]=[CH:23][CH:22]=[C:21]([Cl:25])[CH:20]=3)([CH:12]3[CH2:17][CH2:16][CH2:15][NH:14][CH2:13]3)[C:7](=[O:11])[NH:8]2)=[CH:4][CH:3]=1.C(N(CC)CC)C.[CH3:33][O:34][C:35](=[O:45])[C:36]1[CH:41]=[CH:40][C:39]([N:42]=[C:43]=[O:44])=[CH:38][CH:37]=1, predict the reaction product. (7) Given the reactants [CH2:1]([O:3][C:4]([C:6]1[NH:7][C:8]([C:11]([OH:13])=O)=[CH:9][N:10]=1)=[O:5])[CH3:2].[CH3:14][CH:15]([NH2:17])[CH3:16].F[P-](F)(F)(F)(F)F.N1(O[P+](N(C)C)(N(C)C)N(C)C)C2C=CC=CC=2N=N1.CCN(C(C)C)C(C)C, predict the reaction product. The product is: [CH:15]([NH:17][C:11]([C:8]1[NH:7][C:6]([C:4]([O:3][CH2:1][CH3:2])=[O:5])=[N:10][CH:9]=1)=[O:13])([CH3:16])[CH3:14].